From a dataset of NCI-60 drug combinations with 297,098 pairs across 59 cell lines. Regression. Given two drug SMILES strings and cell line genomic features, predict the synergy score measuring deviation from expected non-interaction effect. (1) Drug 1: COC1=C(C=C2C(=C1)N=CN=C2NC3=CC(=C(C=C3)F)Cl)OCCCN4CCOCC4. Drug 2: C1CN(P(=O)(OC1)NCCCl)CCCl. Cell line: SK-OV-3. Synergy scores: CSS=40.9, Synergy_ZIP=2.24, Synergy_Bliss=2.04, Synergy_Loewe=-34.0, Synergy_HSA=1.32. (2) Drug 1: C1CC(C1)(C(=O)O)C(=O)O.[NH2-].[NH2-].[Pt+2]. Drug 2: CCCCC(=O)OCC(=O)C1(CC(C2=C(C1)C(=C3C(=C2O)C(=O)C4=C(C3=O)C=CC=C4OC)O)OC5CC(C(C(O5)C)O)NC(=O)C(F)(F)F)O. Cell line: HS 578T. Synergy scores: CSS=24.9, Synergy_ZIP=-4.05, Synergy_Bliss=-4.85, Synergy_Loewe=-23.0, Synergy_HSA=-4.28.